Task: Predict the reaction yield, written as a fraction of the theoretical maximum amount of product (1.0 means a 100% yield; for example, 0.34 means a 34% yield).. Dataset: Reaction yield outcomes from USPTO patents with 853,638 reactions (1) No catalyst specified. The reactants are CO.[CH3:3][O:4][C:5](=[O:24])[C@@H:6]([NH:14][C:15]([C@@H:17]1[C@@H:19]([CH2:20][CH2:21][CH2:22][CH3:23])[O:18]1)=[O:16])[CH2:7][C:8]1[CH:13]=[CH:12][CH:11]=[CH:10][CH:9]=1.[N-:25]=[N+:26]=[N-:27].[Na+].S([O-])([O-])(=O)=O.[Mg+2]. The product is [CH3:3][O:4][C:5](=[O:24])[C@@H:6]([NH:14][C:15](=[O:16])[C@@H:17]([OH:18])[C@@H:19]([N:25]=[N+:26]=[N-:27])[CH2:20][CH2:21][CH2:22][CH3:23])[CH2:7][C:8]1[CH:13]=[CH:12][CH:11]=[CH:10][CH:9]=1. The yield is 0.690. (2) The reactants are C(O[N:5]([C@H]1CN(C(OC(C)(C)C)=O)[C@H](C(=O)N)C(C)=C1)S(C1C=CC=CC=1[N+]([O-])=O)(=O)=O)C=C.[CH2:35]([O:38][N:39]([C@H:52]1[CH2:57][N:56]([C:58]([O:60][C:61]([CH3:64])([CH3:63])[CH3:62])=[O:59])[C@H:55]([C:65]([OH:67])=O)[C:54]([CH:68]([CH3:70])[CH3:69])=[CH:53]1)[S:40]([C:43]1[CH:48]=[CH:47][CH:46]=[CH:45][C:44]=1[N+:49]([O-:51])=[O:50])(=[O:42])=[O:41])[CH:36]=[CH2:37]. No catalyst specified. The product is [CH2:35]([O:38][N:39]([C@H:52]1[CH2:57][N:56]([C:58]([O:60][C:61]([CH3:63])([CH3:64])[CH3:62])=[O:59])[C@H:55]([C:65](=[O:67])[NH2:5])[C:54]([CH:68]([CH3:70])[CH3:69])=[CH:53]1)[S:40]([C:43]1[CH:48]=[CH:47][CH:46]=[CH:45][C:44]=1[N+:49]([O-:51])=[O:50])(=[O:41])=[O:42])[CH:36]=[CH2:37]. The yield is 0.437. (3) The reactants are [O:1]1[CH2:6][CH2:5][N:4]([CH2:7][CH2:8][O:9][C:10]2[CH:15]=[CH:14][C:13]([C:16]3[CH:17]=[CH:18][C:19]([CH2:22][C:23]#N)=[N:20][CH:21]=3)=[CH:12][CH:11]=2)[CH2:3][CH2:2]1.OS(O)(=O)=O.[O-:30]S([O-])(=O)=O.[Mg+2].[C:36]([O-])([O-])=[O:37].[K+].[K+]. The product is [O:1]1[CH2:6][CH2:5][N:4]([CH2:7][CH2:8][O:9][C:10]2[CH:15]=[CH:14][C:13]([C:16]3[CH:17]=[CH:18][C:19]([CH2:22][C:23]([O:37][CH3:36])=[O:30])=[N:20][CH:21]=3)=[CH:12][CH:11]=2)[CH2:3][CH2:2]1. The yield is 0.820. The catalyst is O.C(Cl)Cl.CO. (4) The reactants are [CH2:1]([N:4]1[C:12]2[CH2:11][CH2:10][N:9]([C:13](=[O:22])[CH2:14][O:15][C:16]3[CH:21]=[CH:20][CH:19]=[CH:18][CH:17]=3)[CH2:8][C:7]=2[C:6]([C:23]2[CH:28]=[CH:27][CH:26]=[CH:25][CH:24]=2)=[N:5]1)[CH:2]=[CH2:3]. The catalyst is CO.[Pd]. The product is [O:15]([CH2:14][C:13]([N:9]1[CH2:10][CH2:11][C:12]2[N:4]([CH2:1][CH2:2][CH3:3])[N:5]=[C:6]([C:23]3[CH:28]=[CH:27][CH:26]=[CH:25][CH:24]=3)[C:7]=2[CH2:8]1)=[O:22])[C:16]1[CH:21]=[CH:20][CH:19]=[CH:18][CH:17]=1. The yield is 0.451. (5) The reactants are [CH2:1]([S:5][C:6]1[CH:14]=[CH:13][C:12]([S:15]([CH3:18])(=[O:17])=[O:16])=[CH:11][C:7]=1[C:8]([OH:10])=O)[CH:2]([CH3:4])[CH3:3].CN(C(ON1N=NC2C=CC=CC1=2)=[N+](C)C)C.[B-](F)(F)(F)F.C(N(C(C)C)C(C)C)C.[F:50][C:51]1[C:52]([N:61]2[CH2:66][CH2:65][NH:64][CH2:63][CH2:62]2)=[N:53][CH:54]=[C:55]([C:57]([F:60])([F:59])[F:58])[CH:56]=1. The catalyst is O1CCCC1.C(OCC)(=O)C.CCCCCCC. The product is [F:50][C:51]1[C:52]([N:61]2[CH2:66][CH2:65][N:64]([C:8]([C:7]3[CH:11]=[C:12]([S:15]([CH3:18])(=[O:17])=[O:16])[CH:13]=[CH:14][C:6]=3[S:5][CH2:1][CH:2]([CH3:3])[CH3:4])=[O:10])[CH2:63][CH2:62]2)=[N:53][CH:54]=[C:55]([C:57]([F:58])([F:59])[F:60])[CH:56]=1. The yield is 0.570. (6) The reactants are [CH2:1]1[C:9]2[C:4](=[CH:5][CH:6]=[CH:7][CH:8]=2)[CH2:3][CH:2]1[NH2:10].Cl[C:12]1[C:13]2[C:20]([CH3:21])=[CH:19][S:18][C:14]=2[N:15]=[CH:16][N:17]=1.CCN(CC)CC. The catalyst is CCO. The product is [CH2:1]1[C:9]2[C:4](=[CH:5][CH:6]=[CH:7][CH:8]=2)[CH2:3][CH:2]1[NH:10][C:12]1[C:13]2[C:20]([CH3:21])=[CH:19][S:18][C:14]=2[N:15]=[CH:16][N:17]=1. The yield is 0.110. (7) The reactants are [N+](C1C=CC(C([O:10][C@H:11]2[C:15]3[N:16]=[CH:17][N:18]=[C:19]([N:20]4[CH2:26][CH2:25][CH2:24][N:23]([C:27](=[O:48])[C@@H:28]([C:41]5[CH:46]=[CH:45][C:44]([Cl:47])=[CH:43][CH:42]=5)[CH2:29][N:30](C(OC(C)(C)C)=O)[CH:31]([CH3:33])[CH3:32])[CH2:22][CH2:21]4)[C:14]=3[C@H:13]([CH3:49])[CH2:12]2)=O)=CC=1)([O-])=O.[OH-].[Li+]. The catalyst is C1COCC1.O.CCOC(C)=O. The product is [ClH:47].[ClH:47].[Cl:47][C:44]1[CH:45]=[CH:46][C:41]([C@@H:28]([CH2:29][NH:30][CH:31]([CH3:33])[CH3:32])[C:27]([N:23]2[CH2:24][CH2:25][CH2:26][N:20]([C:19]3[C:14]4[C@H:13]([CH3:49])[CH2:12][C@@H:11]([OH:10])[C:15]=4[N:16]=[CH:17][N:18]=3)[CH2:21][CH2:22]2)=[O:48])=[CH:42][CH:43]=1. The yield is 0.780.